Dataset: HIV replication inhibition screening data with 41,000+ compounds from the AIDS Antiviral Screen. Task: Binary Classification. Given a drug SMILES string, predict its activity (active/inactive) in a high-throughput screening assay against a specified biological target. The compound is O=C(O)c1cc([N+](=O)[O-])cc([N+](=O)[O-])c1C=Cn1c(=S)[nH]c2ccc([N+](=O)[O-])cc21. The result is 0 (inactive).